This data is from Forward reaction prediction with 1.9M reactions from USPTO patents (1976-2016). The task is: Predict the product of the given reaction. Given the reactants [OH:1][C:2]1[CH:3]=[CH:4][C:5]([O:8][C:9]2[CH:10]=[C:11]([CH:26]=[CH:27][CH:28]=2)[CH:12]=[C:13]2[CH2:18][CH2:17][N:16]([C:19]([O:21][C:22]([CH3:25])([CH3:24])[CH3:23])=[O:20])[CH2:15][CH2:14]2)=[N:6][CH:7]=1.[CH2:29](I)[CH3:30].C([O-])([O-])=O.[K+].[K+].C1OCCOCCOCCOCCOCCOC1, predict the reaction product. The product is: [CH2:29]([O:1][C:2]1[CH:3]=[CH:4][C:5]([O:8][C:9]2[CH:10]=[C:11]([CH:26]=[CH:27][CH:28]=2)[CH:12]=[C:13]2[CH2:18][CH2:17][N:16]([C:19]([O:21][C:22]([CH3:23])([CH3:24])[CH3:25])=[O:20])[CH2:15][CH2:14]2)=[N:6][CH:7]=1)[CH3:30].